From a dataset of Full USPTO retrosynthesis dataset with 1.9M reactions from patents (1976-2016). Predict the reactants needed to synthesize the given product. (1) Given the product [Br:1][C:2]1[CH:3]=[CH:4][C:5]([F:16])=[C:6]([CH:8]([OH:9])[C:10]([CH3:15])=[CH2:11])[CH:7]=1, predict the reactants needed to synthesize it. The reactants are: [Br:1][C:2]1[CH:3]=[CH:4][C:5]([F:16])=[C:6]([CH:8]([C:10]2[CH:15]=CC=C[CH:11]=2)[OH:9])[CH:7]=1.C([Mg]Br)(C)=C. (2) Given the product [Br:1][C:2]1[C:11]2[C:6](=[CH:7][CH:8]=[CH:9][CH:10]=2)[C:5]([O:12][CH2:15][C:14]([F:18])([F:17])[F:13])=[CH:4][CH:3]=1, predict the reactants needed to synthesize it. The reactants are: [Br:1][C:2]1[C:11]2[C:6](=[CH:7][CH:8]=[CH:9][CH:10]=2)[C:5]([OH:12])=[CH:4][CH:3]=1.[F:13][C:14]([F:18])([F:17])[CH2:15]I.C([O-])([O-])=O.[Cs+].[Cs+]. (3) Given the product [N+:6]([O-:9])([O-:8])=[O:7].[Ce+3:15].[N+:6]([O-:9])([O-:8])=[O:7].[N+:6]([O-:9])([O-:8])=[O:7], predict the reactants needed to synthesize it. The reactants are: [S].O=O.[OH-].[NH4+].[N+:6]([O-:9])([O-:8])=[O:7].S([O-])([O-])(=O)=O.[Ce+3:15].S([O-])([O-])(=O)=O.S([O-])([O-])(=O)=O.[Ce+3].[Ce].S([O-])([O-])(=O)=O.S(=O)(=O)(O)O.S([O-])([O-])(=O)=O.[NH4+].[NH4+].S([O-])([O-])(=O)=O.[Na+].[Na+].[Ce+3].[Ce+4].